From a dataset of Forward reaction prediction with 1.9M reactions from USPTO patents (1976-2016). Predict the product of the given reaction. Given the reactants [Cl:1][C:2]1[N:7]=[C:6]([CH:8]=O)[CH:5]=[C:4]([N:10]2[CH2:15][CH2:14][O:13][CH2:12][CH2:11]2)[N:3]=1.[CH3:16][O:17][CH2:18][CH2:19][NH2:20], predict the reaction product. The product is: [Cl:1][C:2]1[N:7]=[C:6]([CH2:8][NH:20][CH2:19][CH2:18][O:17][CH3:16])[CH:5]=[C:4]([N:10]2[CH2:15][CH2:14][O:13][CH2:12][CH2:11]2)[N:3]=1.